This data is from Reaction yield outcomes from USPTO patents with 853,638 reactions. The task is: Predict the reaction yield, written as a fraction of the theoretical maximum amount of product (1.0 means a 100% yield; for example, 0.34 means a 34% yield). (1) The reactants are Cl[C:2]([O:4][CH2:5][Cl:6])=[O:3].[CH2:7]([OH:13])[CH2:8][CH2:9][CH2:10][CH2:11][CH3:12].N1C=CC=CC=1.Cl. The catalyst is ClCCl. The product is [C:2](=[O:3])([O:4][CH2:5][Cl:6])[O:13][CH2:7][CH2:8][CH2:9][CH2:10][CH2:11][CH3:12]. The yield is 0.970. (2) The reactants are Br.[NH2:2][C:3]1[C:4]([OH:17])=[C:5]([C:9]2[CH:10]=[C:11]([C:14]([OH:16])=[O:15])[O:12][CH:13]=2)[CH:6]=[CH:7][CH:8]=1.[N:18]([O-])=O.[Na+].[CH3:22][C:23]1[CH2:24][C:25](=[O:38])[N:26]([C:28]2[CH:37]=[CH:36][C:35]3[CH2:34][CH2:33][CH2:32][CH2:31][C:30]=3[CH:29]=2)[N:27]=1.C(=O)(O)[O-].[Na+]. The catalyst is Cl.C(O)C. The product is [OH:17][C:4]1[C:3]([NH:2][N:18]=[C:24]2[C:25](=[O:38])[N:26]([C:28]3[CH:37]=[CH:36][C:35]4[CH2:34][CH2:33][CH2:32][CH2:31][C:30]=4[CH:29]=3)[N:27]=[C:23]2[CH3:22])=[CH:8][CH:7]=[CH:6][C:5]=1[C:9]1[CH:10]=[C:11]([C:14]([OH:16])=[O:15])[O:12][CH:13]=1. The yield is 0.0550.